From a dataset of Forward reaction prediction with 1.9M reactions from USPTO patents (1976-2016). Predict the product of the given reaction. (1) Given the reactants [CH2:1]([C:5]1[C:14]2[C:9](=[CH:10][CH:11]=[CH:12][CH:13]=2)[N:8]=[CH:7][C:6]=1[N+:15]([O-])=O)[CH:2]([CH3:4])[CH3:3], predict the reaction product. The product is: [CH2:1]([C:5]1[C:14]2[C:9](=[CH:10][CH:11]=[CH:12][CH:13]=2)[N:8]=[CH:7][C:6]=1[NH2:15])[CH:2]([CH3:4])[CH3:3]. (2) Given the reactants [C:1]([C:5]1[CH:6]=[C:7]2[C:11](=[CH:12][CH:13]=1)[C:10](=[O:14])[N:9]([C:15]1[CH:20]=[CH:19][CH:18]=[C:17](C3C=C(NC4C=CN=CN=4)C(=O)N(C)N=3)[C:16]=1[CH2:36][OH:37])[CH2:8]2)([CH3:4])([CH3:3])[CH3:2].Cl[C:39]1[CH:40]=[C:41]([NH:47][C:48]2[CH:52]=[CH:51][N:50]([CH:53]3[CH2:56][N:55]([C:57]([O:59][C:60]([CH3:63])([CH3:62])[CH3:61])=[O:58])[CH2:54]3)[N:49]=2)[C:42](=[O:46])[N:43]([CH3:45])[N:44]=1.C(OCC1C(B2OC(C)(C)C(C)(C)O2)=CC=CC=1N1CC2C(=CC=C(C(C)(C)C)C=2)C1=O)(=O)C, predict the reaction product. The product is: [C:1]([C:5]1[CH:6]=[C:7]2[C:11](=[CH:12][CH:13]=1)[C:10](=[O:14])[N:9]([C:15]1[C:16]([CH2:36][OH:37])=[C:17]([C:39]3[CH:40]=[C:41]([NH:47][C:48]4[CH:52]=[CH:51][N:50]([CH:53]5[CH2:56][N:55]([C:57]([O:59][C:60]([CH3:63])([CH3:62])[CH3:61])=[O:58])[CH2:54]5)[N:49]=4)[C:42](=[O:46])[N:43]([CH3:45])[N:44]=3)[CH:18]=[CH:19][CH:20]=1)[CH2:8]2)([CH3:4])([CH3:2])[CH3:3].